From a dataset of Experimentally validated miRNA-target interactions with 360,000+ pairs, plus equal number of negative samples. Binary Classification. Given a miRNA mature sequence and a target amino acid sequence, predict their likelihood of interaction. (1) The miRNA is hsa-miR-4774-5p with sequence UCUGGUAUGUAGUAGGUAAUAA. The protein sequence of the target gene is MGIPVGKSMLVLLISLAFALCCIAAYGPGETLCGGELVDTLQFVCSDRGFYFSRPSSRANRRSRGIVEECCFRSCDLALLETYCATPAKSERDVSTSQAVLPDDFPRYPVGKFFQYDTWRQSAGRLRRGLPALLRARRGRMLAKELKEFREAKRHRPLIVLPPKDPAHGGASSEMSSNHQ. Result: 0 (no interaction). (2) The miRNA is mmu-miR-146a-3p with sequence CCUGUGAAAUUCAGUUCUUCAG. The protein sequence of the target gene is MEQVPSAGRLVQITVTEGYDLKGFKGDTPVTFIRAEFNQVVLGDSAKITVSPEGSAKYNFTSSFEFNPEGGITSDDLAHKPVFLTVTEVLPKEKKQKEEKTLILGQAVVDLLPLLEGQSSFQTTVPLHPVQGSPLETPRSSAKQCSLEVKVLVAEPLLTTAQISGGNLLKVTLEAAYSVPESFIPTGPGQNYMVGLQVPSLGEKDYPILFKNGTLKLGGEREPVPRPKKWPIANILAPGANNIPDAFIVGGPYEEEEGELNHPEDSEFRNQAECIKKRIIWDLESRCYLDPSAVVSFQKR.... Result: 0 (no interaction).